From a dataset of Peptide-MHC class I binding affinity with 185,985 pairs from IEDB/IMGT. Regression. Given a peptide amino acid sequence and an MHC pseudo amino acid sequence, predict their binding affinity value. This is MHC class I binding data. (1) The peptide sequence is FTASLFLHL. The MHC is H-2-Db with pseudo-sequence H-2-Db. The binding affinity (normalized) is 0.0610. (2) The MHC is HLA-A68:01 with pseudo-sequence HLA-A68:01. The binding affinity (normalized) is 0. The peptide sequence is ASWFNSFLTH. (3) The peptide sequence is ITWYSKNF. The MHC is Mamu-B52 with pseudo-sequence Mamu-B52. The binding affinity (normalized) is 0.273. (4) The peptide sequence is YVADALAAF. The MHC is HLA-B58:01 with pseudo-sequence HLA-B58:01. The binding affinity (normalized) is 0.134. (5) The peptide sequence is YPIVKGFAV. The MHC is HLA-C05:01 with pseudo-sequence HLA-C05:01. The binding affinity (normalized) is 0.0847.